This data is from Tox21: 12 toxicity assays (nuclear receptors and stress response pathways). The task is: Binary classification across 12 toxicity assays. (1) The drug is CCCCCCCCCCCCN1CCCC1=O. It tested positive (active) for: NR-AhR (Aryl hydrocarbon Receptor agonist activity). (2) The molecule is Clc1nnc(Cl)c2ccccc12. It tested positive (active) for: NR-AhR (Aryl hydrocarbon Receptor agonist activity), and SR-ARE (Antioxidant Response Element (oxidative stress)). (3) The drug is Nc1c(Br)cc([N+](=O)[O-])cc1[N+](=O)[O-]. It tested positive (active) for: NR-AhR (Aryl hydrocarbon Receptor agonist activity), SR-ARE (Antioxidant Response Element (oxidative stress)), and SR-MMP (Mitochondrial Membrane Potential disruption). (4) The molecule is N=C(Nc1ccccc1)Nc1ccccc1. It tested positive (active) for: NR-AhR (Aryl hydrocarbon Receptor agonist activity), and SR-ARE (Antioxidant Response Element (oxidative stress)). (5) The compound is CC[N+]1(CCOC(=O)C(O)(c2ccccc2)c2ccccc2)CCCCC1. It tested positive (active) for: NR-AR (Androgen Receptor agonist activity), NR-AR-LBD (Androgen Receptor Ligand Binding Domain agonist), and NR-ER (Estrogen Receptor agonist activity). (6) It tested positive (active) for: SR-ARE (Antioxidant Response Element (oxidative stress)), and SR-HSE (Heat Shock Element response). The drug is O=c1ssc(Cl)c1Cl. (7) The molecule is O=C1c2ccccc2C(=O)c2c1ccc(O)c2O. It tested positive (active) for: NR-AhR (Aryl hydrocarbon Receptor agonist activity), NR-ER-LBD (Estrogen Receptor Ligand Binding Domain agonist), and SR-MMP (Mitochondrial Membrane Potential disruption). (8) It tested positive (active) for: NR-AhR (Aryl hydrocarbon Receptor agonist activity), and SR-MMP (Mitochondrial Membrane Potential disruption). The drug is Cc1ccccc1C(=O)Nc1cccc(OC(C)C)c1.